Dataset: Peptide-MHC class I binding affinity with 185,985 pairs from IEDB/IMGT. Task: Regression. Given a peptide amino acid sequence and an MHC pseudo amino acid sequence, predict their binding affinity value. This is MHC class I binding data. (1) The peptide sequence is ISSGETRSF. The MHC is HLA-A02:03 with pseudo-sequence HLA-A02:03. The binding affinity (normalized) is 0.0847. (2) The peptide sequence is LEGKIIIVAV. The MHC is H-2-Kk with pseudo-sequence H-2-Kk. The binding affinity (normalized) is 0.129. (3) The peptide sequence is RTLNAWVKVV. The MHC is HLA-A02:03 with pseudo-sequence HLA-A02:03. The binding affinity (normalized) is 0.447. (4) The peptide sequence is HIGPGRAFY. The MHC is HLA-B51:01 with pseudo-sequence HLA-B51:01. The binding affinity (normalized) is 0. (5) The peptide sequence is ATEETFKLSY. The MHC is HLA-A01:01 with pseudo-sequence HLA-A01:01. The binding affinity (normalized) is 0.631. (6) The peptide sequence is RMSRVTTFTV. The MHC is HLA-A02:01 with pseudo-sequence HLA-A02:01. The binding affinity (normalized) is 0.600.